This data is from Reaction yield outcomes from USPTO patents with 853,638 reactions. The task is: Predict the reaction yield, written as a fraction of the theoretical maximum amount of product (1.0 means a 100% yield; for example, 0.34 means a 34% yield). (1) The reactants are [CH2:1]([O:3][C:4](=[O:15])[CH2:5][NH:6][C:7]1[C:12]([C:13]#N)=[CH:11][CH:10]=[CH:9][N:8]=1)[CH3:2].[PH2]([O-])=[O:17].[Na+]. The catalyst is [Ni].O.CC(O)=O.N1C=CC=CC=1. The product is [CH2:1]([O:3][C:4](=[O:15])[CH2:5][NH:6][C:7]1[C:12]([CH:13]=[O:17])=[CH:11][CH:10]=[CH:9][N:8]=1)[CH3:2]. The yield is 0.830. (2) The reactants are C(=O)([O-])[O-].[K+].[K+].Br[CH2:8][CH2:9][F:10].[C:11]([O:15][C:16]([N:18]1[CH2:23][CH2:22][NH:21][CH2:20][CH2:19]1)=[O:17])([CH3:14])([CH3:13])[CH3:12]. The catalyst is C(#N)C. The product is [C:11]([O:15][C:16]([N:18]1[CH2:23][CH2:22][N:21]([CH2:8][CH2:9][F:10])[CH2:20][CH2:19]1)=[O:17])([CH3:14])([CH3:12])[CH3:13]. The yield is 0.570.